From a dataset of Full USPTO retrosynthesis dataset with 1.9M reactions from patents (1976-2016). Predict the reactants needed to synthesize the given product. Given the product [O:1]1[CH2:5][CH2:4][CH2:3][N:2]1[S:6]([NH2:9])(=[O:8])=[O:7], predict the reactants needed to synthesize it. The reactants are: [O:1]1[CH2:5][CH2:4][CH2:3][N:2]1[S:6]([NH:9]C(=O)OC(C)(C)C)(=[O:8])=[O:7].C(O)(C(F)(F)F)=O.